From a dataset of Full USPTO retrosynthesis dataset with 1.9M reactions from patents (1976-2016). Predict the reactants needed to synthesize the given product. (1) The reactants are: [Cl:1][C:2]1[CH:7]=[CH:6][CH:5]=[CH:4][C:3]=1[S:8]([N:11]1[CH2:21][CH2:20][C:14]2([C:18](=[O:19])[NH:17][CH2:16][CH2:15]2)[CH2:13][CH2:12]1)(=[O:10])=[O:9].Br[C:23]1[CH:28]=[CH:27][C:26]([C:29]2([OH:33])[CH2:32][O:31][CH2:30]2)=[CH:25][CH:24]=1. Given the product [Cl:1][C:2]1[CH:7]=[CH:6][CH:5]=[CH:4][C:3]=1[S:8]([N:11]1[CH2:21][CH2:20][C:14]2([C:18](=[O:19])[N:17]([C:23]3[CH:24]=[CH:25][C:26]([C:29]4([OH:33])[CH2:32][O:31][CH2:30]4)=[CH:27][CH:28]=3)[CH2:16][CH2:15]2)[CH2:13][CH2:12]1)(=[O:9])=[O:10], predict the reactants needed to synthesize it. (2) Given the product [OH:4][CH2:3][CH:2]([CH3:1])[CH2:5][O:6][C:8]1[N:9]=[C:10]([OH:18])[C:11]2[CH:17]=[CH:16][N:15]=[CH:14][C:12]=2[N:13]=1, predict the reactants needed to synthesize it. The reactants are: [CH3:1][CH:2]([CH2:5][OH:6])[CH2:3][OH:4].Cl[C:8]1[N:9]=[C:10]([OH:18])[C:11]2[CH:17]=[CH:16][N:15]=[CH:14][C:12]=2[N:13]=1. (3) Given the product [F:14][C:15]([F:24])([C:20]([F:21])([F:22])[F:23])[CH2:16][CH2:17][C:18]([OH:3])=[O:19], predict the reactants needed to synthesize it. The reactants are: CC(C)=[O:3].OS(O)(=O)=O.O=[Cr](=O)=O.[F:14][C:15]([F:24])([C:20]([F:23])([F:22])[F:21])[CH2:16][CH2:17][CH2:18][OH:19]. (4) Given the product [CH3:11][S:12]([O:1][C:2]1[CH:3]=[C:4]([B:8]([OH:10])[OH:9])[CH:5]=[CH:6][CH:7]=1)(=[O:14])=[O:13], predict the reactants needed to synthesize it. The reactants are: [OH:1][C:2]1[CH:3]=[C:4]([B:8]([OH:10])[OH:9])[CH:5]=[CH:6][CH:7]=1.[CH3:11][S:12](Cl)(=[O:14])=[O:13].O.C(OCC)(=O)C. (5) The reactants are: Cl[C:2]1[CH:3]=[CH:4][C:5]2[N:6]([C:8]([C:12]3[CH:17]=[CH:16][C:15]([N+:18]([O-:20])=[O:19])=[CH:14][CH:13]=3)=[C:9]([CH3:11])[N:10]=2)[N:7]=1.[CH3:21][O:22][C:23]1[CH:24]=[C:25](B(O)O)[CH:26]=[CH:27][C:28]=1[O:29][CH3:30].[O-]P([O-])([O-])=O.[K+].[K+].[K+].COC1C=CC=C(OC)C=1C1C=CC=CC=1P(C1CCCCC1)C1CCCCC1. Given the product [CH3:21][O:22][C:23]1[CH:24]=[C:25]([C:2]2[CH:3]=[CH:4][C:5]3[N:6]([C:8]([C:12]4[CH:17]=[CH:16][C:15]([N+:18]([O-:20])=[O:19])=[CH:14][CH:13]=4)=[C:9]([CH3:11])[N:10]=3)[N:7]=2)[CH:26]=[CH:27][C:28]=1[O:29][CH3:30], predict the reactants needed to synthesize it. (6) The reactants are: F[C:2](F)(F)C([O-])=O.[CH3:8][C:9]1[N:13]([CH2:14][C:15]2[CH:20]=[CH:19][N:18]=[C:17]([N:21]3[CH2:26][CH2:25][NH2+:24][CH2:23][CH2:22]3)[CH:16]=2)[N:12]=[C:11]([C:27]2[O:31][N:30]=[C:29]([C:32]3[CH:37]=[CH:36][C:35]([O:38][C:39]([F:42])([F:41])[F:40])=[CH:34][CH:33]=3)[N:28]=2)[N:10]=1.C=O.[BH3-]C#N.[Na+]. Given the product [CH3:8][C:9]1[N:13]([CH2:14][C:15]2[CH:20]=[CH:19][N:18]=[C:17]([N:21]3[CH2:26][CH2:25][N:24]([CH3:2])[CH2:23][CH2:22]3)[CH:16]=2)[N:12]=[C:11]([C:27]2[O:31][N:30]=[C:29]([C:32]3[CH:33]=[CH:34][C:35]([O:38][C:39]([F:42])([F:40])[F:41])=[CH:36][CH:37]=3)[N:28]=2)[N:10]=1, predict the reactants needed to synthesize it. (7) Given the product [Cl:9][C:6]1[CH:5]=[C:4]([C:10]2([C:27]([F:30])([F:29])[F:28])[O:14][N:13]=[C:12]([C:15]3[N:16]4[C:20]([C:21]([C:24]([NH:65][CH2:66][C:67]5[CH:68]=[CH:69][C:70]6[C:74]([CH2:75][CH3:76])([CH2:77][CH3:78])[O:73][B:72]([OH:79])[C:71]=6[CH:80]=5)=[O:26])=[CH:22][CH:23]=3)=[CH:19][CH:18]=[CH:17]4)[CH2:11]2)[CH:3]=[C:2]([Cl:1])[C:7]=1[F:8], predict the reactants needed to synthesize it. The reactants are: [Cl:1][C:2]1[CH:3]=[C:4]([C:10]2([C:27]([F:30])([F:29])[F:28])[O:14][N:13]=[C:12]([C:15]3[N:16]4[C:20]([C:21]([C:24]([OH:26])=O)=[CH:22][CH:23]=3)=[CH:19][CH:18]=[CH:17]4)[CH2:11]2)[CH:5]=[C:6]([Cl:9])[C:7]=1[F:8].CCN(C(C)C)C(C)C.CN(C(ON1N=NC2C=CC=NC1=2)=[N+](C)C)C.F[P-](F)(F)(F)(F)F.Cl.[NH2:65][CH2:66][C:67]1[CH:68]=[CH:69][C:70]2[C:74]([CH2:77][CH3:78])([CH2:75][CH3:76])[O:73][B:72]([OH:79])[C:71]=2[CH:80]=1. (8) Given the product [C:13]1([C:7]2[C:6]3[C:10](=[CH:11][CH:12]=[C:4]([OH:23])[CH:5]=3)[NH:9][N:8]=2)[CH:18]=[CH:17][CH:16]=[CH:15][CH:14]=1, predict the reactants needed to synthesize it. The reactants are: [N+]([C:4]1[CH:5]=[C:6]2[C:10](=[CH:11][CH:12]=1)[NH:9][N:8]=[C:7]2[C:13]1[CH:18]=[CH:17][CH:16]=[CH:15][CH:14]=1)([O-])=O.[H][H].C(OCC)(=[O:23])C.